From a dataset of Catalyst prediction with 721,799 reactions and 888 catalyst types from USPTO. Predict which catalyst facilitates the given reaction. (1) The catalyst class is: 34. Product: [Cl:1][C:2]1[C:3]([N:30]([CH3:31])[CH3:32])=[CH:4][C:5]2[O:10][CH:9]([C:11]([N:13]3[CH2:14][CH2:15][C:16]([CH2:21][C:22]4[CH:23]=[CH:24][C:25]([F:28])=[CH:26][CH:27]=4)([C:19]#[N:20])[CH2:17][CH2:18]3)=[O:12])[CH2:8][N:7]([C:42](=[O:43])[C:41]([F:52])([F:51])[F:40])[C:6]=2[CH:29]=1. Reactant: [Cl:1][C:2]1[C:3]([N:30]([CH3:32])[CH3:31])=[CH:4][C:5]2[O:10][CH:9]([C:11]([N:13]3[CH2:18][CH2:17][C:16]([CH2:21][C:22]4[CH:27]=[CH:26][C:25]([F:28])=[CH:24][CH:23]=4)([C:19]#[N:20])[CH2:15][CH2:14]3)=[O:12])[CH2:8][NH:7][C:6]=2[CH:29]=1.C(N(CC)CC)C.[F:40][C:41]([F:52])([F:51])[C:42](O[C:42](=[O:43])[C:41]([F:52])([F:51])[F:40])=[O:43]. (2) Reactant: [S-:1][C:2]#[N:3].[NH4+].[Br:5][C:6]1[CH:7]=[C:8]2[C:12](=[CH:13][CH:14]=1)[NH:11][N:10]=[C:9]2[NH2:15]. Product: [Br:5][C:6]1[CH:7]=[C:8]2[C:12](=[CH:13][CH:14]=1)[NH:11][N:10]=[C:9]2[NH:15][C:2]([NH2:3])=[S:1]. The catalyst class is: 33. (3) Reactant: [F:1][C:2]1[CH:3]=[C:4]([CH2:8][CH2:9][OH:10])[CH:5]=[CH:6][CH:7]=1.[H-].[Na+].Cl[CH2:14][C:15]([OH:17])=[O:16]. Product: [F:1][C:2]1[CH:3]=[C:4]([CH2:8][CH2:9][O:10][CH2:14][C:15]([OH:17])=[O:16])[CH:5]=[CH:6][CH:7]=1. The catalyst class is: 31. (4) Reactant: [Cl:1][C:2]1[CH:7]=[CH:6][C:5]([O:8]C)=[C:4]([CH2:10][CH3:11])[CH:3]=1.B(Br)(Br)Br.CO. Product: [Cl:1][C:2]1[CH:7]=[CH:6][C:5]([OH:8])=[C:4]([CH2:10][CH3:11])[CH:3]=1. The catalyst class is: 4. (5) Product: [C:37]([C:34]1([NH:33][C:31]([C:3]2[CH:4]=[C:5]3[C:9](=[CH:10][C:2]=2[Cl:1])[N:8]([CH2:11][CH3:12])[C:7]([C:13]([NH:15][CH:16]([C:21]2[CH:26]=[CH:25][CH:24]=[C:23]([C:27]([F:30])([F:28])[F:29])[CH:22]=2)[C:17]([F:18])([F:20])[F:19])=[O:14])=[CH:6]3)=[O:32])[CH2:35][CH2:36]1)(=[S:48])[NH2:38]. Reactant: [Cl:1][C:2]1[CH:10]=[C:9]2[C:5]([CH:6]=[C:7]([C:13]([NH:15][CH:16]([C:21]3[CH:26]=[CH:25][CH:24]=[C:23]([C:27]([F:30])([F:29])[F:28])[CH:22]=3)[C:17]([F:20])([F:19])[F:18])=[O:14])[N:8]2[CH2:11][CH3:12])=[CH:4][C:3]=1[C:31]([NH:33][C:34]1([C:37]#[N:38])[CH2:36][CH2:35]1)=[O:32].COC1C=CC(P2(=S)SP(=S)(C3C=CC(OC)=CC=3)[S:48]2)=CC=1. The catalyst class is: 54.